This data is from Experimentally validated miRNA-target interactions with 360,000+ pairs, plus equal number of negative samples. The task is: Binary Classification. Given a miRNA mature sequence and a target amino acid sequence, predict their likelihood of interaction. (1) The miRNA is hsa-miR-548q with sequence GCUGGUGCAAAAGUAAUGGCGG. The protein sequence of the target gene is MDKNELVQKAKLAEQAERYDDMAACMKSVTEQGAELSNEERNLLSVAYKNVVGARRSSWRVVSSIEQKTEGAEKKQQMAREYREKIETELRDICNDVLSLLEKFLIPNASQPESKVFYLKMKGDYYRYLAEVAAGDDKKGIVDQSQQAYQEAFEISKKEMQPTHPIRLGLALNFSVFYYEILNSPEKACSLAKTAFDEAIAELDTLSEESYKDSTLIMQLLRDNLTLWTSDTQGDEAEAGEGGEN. Result: 0 (no interaction). (2) The miRNA is hsa-miR-151a-5p with sequence UCGAGGAGCUCACAGUCUAGU. The protein sequence of the target gene is MESAIAEGGASRFSASSGGGGSRGAPQHYPKTAGNSEFLGKTPGQNAQKWIPARSTRRDDNSAANNSANEKERHDAIFRKVRGILNKLTPEKFDKLCLELLNVGVESKLILKGVILLIVDKALEEPKYSSLYAQLCLRLAEDAPNFDGPAAEGQPGQKQSTTFRRLLISKLQDEFENRTRNVDVYDKRENPLLPEEEEQRAIAKIKMLGNIKFIGELGKLDLIHESILHKCIKTLLEKKKRVQLKDMGEDLECLCQIMRTVGPRLDHERAKSLMDQYFARMCSLMLSKELPARIRFLLQD.... Result: 1 (interaction).